From a dataset of Forward reaction prediction with 1.9M reactions from USPTO patents (1976-2016). Predict the product of the given reaction. Given the reactants [BH4-].[Na+].[Cl-].[Ca+2].[Cl-].[OH:6][C@@:7]([C:40]1[CH:49]=[CH:48][C:47]2[C:42](=[CH:43][CH:44]=[C:45]([C:50]([NH:52][CH3:53])=[O:51])[CH:46]=2)[CH:41]=1)([C:16]1[N:17]=[CH:18][N:19]([C:21]([C:34]2[CH:39]=[CH:38][CH:37]=[CH:36][CH:35]=2)([C:28]2[CH:33]=[CH:32][CH:31]=[CH:30][CH:29]=2)[C:22]2[CH:27]=[CH:26][CH:25]=[CH:24][CH:23]=2)[CH:20]=1)[CH2:8][C:9](OC(C)(C)C)=[O:10].Cl, predict the reaction product. The product is: [OH:6][C@@:7]([C:40]1[CH:41]=[C:42]2[C:47](=[CH:48][CH:49]=1)[CH:46]=[C:45]([C:50]([NH:52][CH3:53])=[O:51])[CH:44]=[CH:43]2)([C:16]1[N:17]=[CH:18][N:19]([C:21]([C:28]2[CH:33]=[CH:32][CH:31]=[CH:30][CH:29]=2)([C:34]2[CH:35]=[CH:36][CH:37]=[CH:38][CH:39]=2)[C:22]2[CH:27]=[CH:26][CH:25]=[CH:24][CH:23]=2)[CH:20]=1)[CH2:8][CH2:9][OH:10].